Task: Predict the product of the given reaction.. Dataset: Forward reaction prediction with 1.9M reactions from USPTO patents (1976-2016) (1) Given the reactants [Cl:1][C:2]1[C:7]([CH:8]([CH2:10][CH2:11][OH:12])[CH3:9])=[CH:6][C:5]([C:13]#[N:14])=[CH:4][C:3]=1[NH:15][C:16]1[N:21]=[C:20]([N:22]([CH:32]2[CH2:34][CH2:33]2)[CH2:23][C:24]2[CH:29]=[CH:28][C:27]([O:30][CH3:31])=[CH:26][CH:25]=2)[C:19]2=[N:35][CH:36]=[C:37]([C:38]#[N:39])[N:18]2[N:17]=1.CC(OI1(OC(C)=O)(OC(C)=O)OC(=O)C2C=CC=CC1=2)=O, predict the reaction product. The product is: [Cl:1][C:2]1[C:7]([CH:8]([CH2:10][CH:11]=[O:12])[CH3:9])=[CH:6][C:5]([C:13]#[N:14])=[CH:4][C:3]=1[NH:15][C:16]1[N:21]=[C:20]([N:22]([CH:32]2[CH2:34][CH2:33]2)[CH2:23][C:24]2[CH:29]=[CH:28][C:27]([O:30][CH3:31])=[CH:26][CH:25]=2)[C:19]2=[N:35][CH:36]=[C:37]([C:38]#[N:39])[N:18]2[N:17]=1. (2) Given the reactants [CH2:1]([O:8][C:9]1[N:24]=[C:23]([C:25]2[CH:33]=[CH:32][C:31]3[N:30]4[CH2:34][CH:35]([NH:37][CH3:38])[CH2:36][C:29]4=[CH:28][C:27]=3[CH:26]=2)[C:22]([CH3:39])=[C:21]([O:40][CH2:41][C:42]2[CH:47]=[CH:46][CH:45]=[CH:44][CH:43]=2)[C:10]=1[C:11]([O:13][CH2:14][C:15]1[CH:20]=[CH:19][CH:18]=[CH:17][CH:16]=1)=[O:12])[C:2]1[CH:7]=[CH:6][CH:5]=[CH:4][CH:3]=1.[C:48](O[BH-](OC(=O)C)OC(=O)C)(=O)C.[Na+], predict the reaction product. The product is: [CH2:1]([O:8][C:9]1[N:24]=[C:23]([C:25]2[CH:33]=[CH:32][C:31]3[N:30]4[CH2:34][CH:35]([N:37]([CH3:48])[CH3:38])[CH2:36][C:29]4=[CH:28][C:27]=3[CH:26]=2)[C:22]([CH3:39])=[C:21]([O:40][CH2:41][C:42]2[CH:43]=[CH:44][CH:45]=[CH:46][CH:47]=2)[C:10]=1[C:11]([O:13][CH2:14][C:15]1[CH:16]=[CH:17][CH:18]=[CH:19][CH:20]=1)=[O:12])[C:2]1[CH:7]=[CH:6][CH:5]=[CH:4][CH:3]=1. (3) Given the reactants [Br:1][C:2]1[CH:10]=[C:9]2[C:5]([CH:6]=[CH:7][NH:8]2)=[CH:4][C:3]=1[F:11].[H-].[Na+].Br[CH2:15][C:16]([O:18][CH3:19])=[O:17], predict the reaction product. The product is: [Br:1][C:2]1[CH:10]=[C:9]2[C:5]([CH:6]=[CH:7][N:8]2[CH2:15][C:16]([O:18][CH3:19])=[O:17])=[CH:4][C:3]=1[F:11]. (4) Given the reactants [N+:1]([C:4]1[CH:9]=[CH:8][C:7]([CH:10]([C:13](=O)[CH2:14][CH3:15])[C:11]#[N:12])=[CH:6][CH:5]=1)([O-:3])=[O:2].Cl.[NH2:18][C:19]([NH2:21])=[NH:20].[O-]CC.[K+], predict the reaction product. The product is: [CH2:14]([C:13]1[N:18]=[C:19]([NH2:21])[N:20]=[C:11]([NH2:12])[C:10]=1[C:7]1[CH:6]=[CH:5][C:4]([N+:1]([O-:3])=[O:2])=[CH:9][CH:8]=1)[CH3:15].